This data is from Full USPTO retrosynthesis dataset with 1.9M reactions from patents (1976-2016). The task is: Predict the reactants needed to synthesize the given product. Given the product [C:25]([O:29][C:30]([N:32]1[CH2:33][CH:34]=[C:35]([C:2]2[CH:3]=[C:4]3[C:8](=[C:9]([Cl:11])[CH:10]=2)[C:7](=[O:12])[N:6]([CH2:13][C:14]2[CH:19]=[CH:18][C:17]([O:20][C:21]([F:23])([F:22])[F:24])=[CH:16][CH:15]=2)[CH2:5]3)[CH2:36][CH2:37]1)=[O:31])([CH3:28])([CH3:26])[CH3:27], predict the reactants needed to synthesize it. The reactants are: Br[C:2]1[CH:3]=[C:4]2[C:8](=[C:9]([Cl:11])[CH:10]=1)[C:7](=[O:12])[N:6]([CH2:13][C:14]1[CH:19]=[CH:18][C:17]([O:20][C:21]([F:24])([F:23])[F:22])=[CH:16][CH:15]=1)[CH2:5]2.[C:25]([O:29][C:30]([N:32]1[CH2:37][CH:36]=[C:35](B2OC(C)(C)C(C)(C)O2)[CH2:34][CH2:33]1)=[O:31])([CH3:28])([CH3:27])[CH3:26].C(=O)([O-])[O-].[K+].[K+].